Dataset: Catalyst prediction with 721,799 reactions and 888 catalyst types from USPTO. Task: Predict which catalyst facilitates the given reaction. (1) Reactant: [NH2:1][C@@H:2]([CH2:11][OH:12])[C@H:3]([C:5]1[CH:10]=[CH:9][CH:8]=[CH:7][CH:6]=1)[OH:4].N1C=CN=C1.[Si:18](Cl)([C:21]([CH3:24])([CH3:23])[CH3:22])([CH3:20])[CH3:19]. Product: [NH2:1][C@@H:2]([CH2:11][O:12][Si:18]([C:21]([CH3:24])([CH3:23])[CH3:22])([CH3:20])[CH3:19])[C@H:3]([C:5]1[CH:6]=[CH:7][CH:8]=[CH:9][CH:10]=1)[OH:4]. The catalyst class is: 163. (2) Reactant: [Br:1][C:2]1[CH:3]=[C:4]([CH3:9])[C:5](Cl)=[N:6][CH:7]=1.[NH:10]1[CH2:15][CH2:14][CH:13]([C:16]([O:18][CH3:19])=[O:17])[CH2:12][CH2:11]1.CCN(C(C)C)C(C)C. Product: [Br:1][C:2]1[CH:3]=[C:4]([CH3:9])[C:5]([N:10]2[CH2:15][CH2:14][CH:13]([C:16]([O:18][CH3:19])=[O:17])[CH2:12][CH2:11]2)=[N:6][CH:7]=1. The catalyst class is: 474. (3) Reactant: Cl[S:2]([C:5]1[CH:6]=[C:7]([C:11]2[C:20]([CH3:22])([CH3:21])[CH2:19][C:18]3[C:13](=[CH:14][CH:15]=[C:16]([C:23]([O:25][CH3:26])=[O:24])[CH:17]=3)[N:12]=2)[CH:8]=[CH:9][CH:10]=1)(=[O:4])=[O:3].[CH3:27][CH:28]([NH2:30])[CH3:29].C(N(CC)C(C)C)(C)C. Product: [CH:28]([NH:30][S:2]([C:5]1[CH:6]=[C:7]([C:11]2[C:20]([CH3:22])([CH3:21])[CH2:19][C:18]3[C:13](=[CH:14][CH:15]=[C:16]([C:23]([O:25][CH3:26])=[O:24])[CH:17]=3)[N:12]=2)[CH:8]=[CH:9][CH:10]=1)(=[O:4])=[O:3])([CH3:29])[CH3:27]. The catalyst class is: 4. (4) Reactant: [H-].[H-].[H-].[H-].[Li+].[Al+3].[Cl:7][C:8]1[CH:13]=[CH:12][C:11]([C:14]2[CH:19]=[CH:18][C:17]([C:20]([CH3:27])=[CH:21][C:22](OCC)=[O:23])=[CH:16][CH:15]=2)=[CH:10][CH:9]=1. Product: [Cl:7][C:8]1[CH:9]=[CH:10][C:11]([C:14]2[CH:19]=[CH:18][C:17]([CH:20]([CH3:27])[CH:21]=[CH:22][OH:23])=[CH:16][CH:15]=2)=[CH:12][CH:13]=1. The catalyst class is: 28. (5) Reactant: C[O:2][C:3](=[O:33])[CH2:4][C:5]1([C:9]2[CH:14]=[CH:13][C:12]([Cl:15])=[C:11]([NH:16][C:17](=[O:32])[CH:18]([C:25]3[CH:30]=[CH:29][C:28]([Cl:31])=[CH:27][CH:26]=3)[C@@H:19]([CH3:24])[C:20]([F:23])([F:22])[F:21])[CH:10]=2)[CH2:8][CH2:7][CH2:6]1.[OH-].[Na+].Cl. Product: [Cl:15][C:12]1[CH:13]=[CH:14][C:9]([C:5]2([CH2:4][C:3]([OH:33])=[O:2])[CH2:6][CH2:7][CH2:8]2)=[CH:10][C:11]=1[NH:16][C:17](=[O:32])[CH:18]([C:25]1[CH:30]=[CH:29][C:28]([Cl:31])=[CH:27][CH:26]=1)[C@@H:19]([CH3:24])[C:20]([F:23])([F:22])[F:21]. The catalyst class is: 12. (6) Reactant: [NH2:1][C:2]1[C:10]2[C:5](=[CH:6][C:7]([Br:12])=[CH:8][C:9]=2[F:11])[NH:4][C:3]=1[C:13]([NH2:15])=[O:14].[O:16]=[C:17](Cl)OC(Cl)(Cl)Cl.O. Product: [Br:12][C:7]1[CH:8]=[C:9]([F:11])[C:10]2[C:2]3[NH:1][C:17](=[O:16])[NH:15][C:13](=[O:14])[C:3]=3[NH:4][C:5]=2[CH:6]=1. The catalyst class is: 12. (7) Reactant: [Br:1][CH:2]([CH:16]1[CH2:18][CH2:17]1)[C:3]([C:5]1[C:14]2[C:9](=[C:10]([Cl:15])[CH:11]=[CH:12][CH:13]=2)[CH:8]=[CH:7][CH:6]=1)=O.[NH:19]1[CH2:23][CH2:22][NH:21][C:20]1=[S:24].CC(O)=O. Product: [BrH:1].[Cl:15][C:10]1[CH:11]=[CH:12][CH:13]=[C:14]2[C:9]=1[CH:8]=[CH:7][CH:6]=[C:5]2[C:3]1[N:21]2[CH2:22][CH2:23][N:19]=[C:20]2[S:24][C:2]=1[CH:16]1[CH2:18][CH2:17]1. The catalyst class is: 14. (8) Reactant: C(=O)([O-])[O-:2].[K+].[K+].OO.CSC1[C:19]2[C:14](=[CH:15][C:16]([C:20]([N:22]3[CH2:27][CH2:26][O:25][CH2:24][CH2:23]3)=[O:21])=[CH:17][CH:18]=2)[N:13]([C:28]2[N:33]=[CH:32][C:31]([C:34]3[S:38][CH:37]=[C:36]([C:39]#[N:40])[CH:35]=3)=[CH:30][N:29]=2)[CH:12]=1.[CH3:41][S:42]([CH3:44])=[O:43]. Product: [CH3:41][S:42]([C:44]1[C:19]2[C:14](=[CH:15][C:16]([C:20]([N:22]3[CH2:27][CH2:26][O:25][CH2:24][CH2:23]3)=[O:21])=[CH:17][CH:18]=2)[N:13]([C:28]2[N:33]=[CH:32][C:31]([C:34]3[S:38][CH:37]=[C:36]([C:39]([NH2:40])=[O:2])[CH:35]=3)=[CH:30][N:29]=2)[CH:12]=1)=[O:43]. The catalyst class is: 6. (9) Reactant: [NH2:1][C:2]1[S:6][N:5]=[C:4]([C:7]2[CH:12]=[CH:11][CH:10]=[C:9]([NH2:13])[CH:8]=2)[C:3]=1[C:14]([NH2:16])=[O:15].C(N(CC)C(C)C)(C)C.[C:26]1([N:32]=[C:33]=[O:34])[CH:31]=[CH:30][CH:29]=[CH:28][CH:27]=1. Product: [NH2:1][C:2]1[S:6][N:5]=[C:4]([C:7]2[CH:12]=[CH:11][CH:10]=[C:9]([NH:13][C:33]([NH:32][C:26]3[CH:31]=[CH:30][CH:29]=[CH:28][CH:27]=3)=[O:34])[CH:8]=2)[C:3]=1[C:14]([NH2:16])=[O:15]. The catalyst class is: 12.